This data is from Catalyst prediction with 721,799 reactions and 888 catalyst types from USPTO. The task is: Predict which catalyst facilitates the given reaction. (1) Reactant: Cl.[NH2:2][C@H:3]1[C@H:8]2[CH2:9][C@H:5]([CH2:6][CH2:7]2)[C@H:4]1[C:10]([O:12][CH3:13])=[O:11].C([O-])(=O)C.[Na+].[F:19][C:20]1[CH:27]=[CH:26][C:23]([CH:24]=O)=[CH:22][C:21]=1[CH3:28].C([BH3-])#N.[Na+].C(=O)(O)[O-].[Na+]. Product: [F:19][C:20]1[CH:27]=[CH:26][C:23]([CH2:24][NH:2][C@H:3]2[C@H:8]3[CH2:9][C@H:5]([CH2:6][CH2:7]3)[C@H:4]2[C:10]([O:12][CH3:13])=[O:11])=[CH:22][C:21]=1[CH3:28]. The catalyst class is: 125. (2) Reactant: [NH2:1][C@H:2]1[CH2:7][CH2:6][C@@H:5]([NH:8][C:9](=[O:15])[O:10][C:11]([CH3:14])([CH3:13])[CH3:12])[CH2:4][C@H:3]1[C@@H:16]([OH:20])[CH:17]([CH3:19])[CH3:18].[F:21][C:22]([F:33])([F:32])[C:23]1[CH:24]=[C:25]([CH:29]=[CH:30][CH:31]=1)[C:26]([OH:28])=O.[CH2:34]([N:36](C(C)C)CC)[CH3:35].CN(C([O:49]N1N=NC2C=CC=NC1=2)=[N+](C)C)C.F[P-](F)(F)(F)(F)F. Product: [OH:20][C@H:16]([C@H:3]1[C@@H:2]([NH:1][C:35](=[O:49])[CH2:34][NH:36][C:26](=[O:28])[C:25]2[CH:29]=[CH:30][CH:31]=[C:23]([C:22]([F:21])([F:33])[F:32])[CH:24]=2)[CH2:7][CH2:6][C@@H:5]([NH:8][C:9](=[O:15])[O:10][C:11]([CH3:12])([CH3:13])[CH3:14])[CH2:4]1)[CH:17]([CH3:18])[CH3:19]. The catalyst class is: 3.